This data is from Full USPTO retrosynthesis dataset with 1.9M reactions from patents (1976-2016). The task is: Predict the reactants needed to synthesize the given product. Given the product [N:20]1([C:4]2[N:3]=[C:2]([NH:9][C:10]3[CH:11]=[C:12]4[C:17](=[CH:18][CH:19]=3)[N:16]=[CH:15][CH:14]=[CH:13]4)[CH:7]=[CH:6][CH:5]=2)[CH:24]=[CH:23][CH:22]=[N:21]1, predict the reactants needed to synthesize it. The reactants are: F[C:2]1[CH:7]=[CH:6][CH:5]=[C:4](F)[N:3]=1.[NH2:9][C:10]1[CH:11]=[C:12]2[C:17](=[CH:18][CH:19]=1)[N:16]=[CH:15][CH:14]=[CH:13]2.[NH:20]1[CH:24]=[CH:23][CH:22]=[N:21]1.